Task: Regression. Given a peptide amino acid sequence and an MHC pseudo amino acid sequence, predict their binding affinity value. This is MHC class I binding data.. Dataset: Peptide-MHC class I binding affinity with 185,985 pairs from IEDB/IMGT (1) The peptide sequence is FMSHVKSVT. The MHC is HLA-A02:02 with pseudo-sequence HLA-A02:02. The binding affinity (normalized) is 0.424. (2) The peptide sequence is FQPQWGQFI. The MHC is H-2-Db with pseudo-sequence H-2-Db. The binding affinity (normalized) is 0.273. (3) The MHC is HLA-B18:01 with pseudo-sequence HLA-B18:01. The peptide sequence is FTWQHNYYL. The binding affinity (normalized) is 0.0847. (4) The peptide sequence is YCIKVSARV. The MHC is Patr-B0101 with pseudo-sequence Patr-B0101. The binding affinity (normalized) is 0. (5) The peptide sequence is RLIGKTNEK. The MHC is HLA-A03:01 with pseudo-sequence HLA-A03:01. The binding affinity (normalized) is 0.505.